From a dataset of Forward reaction prediction with 1.9M reactions from USPTO patents (1976-2016). Predict the product of the given reaction. Given the reactants [Br:1][C:2]1[CH:3]=[C:4]([CH:9]=[C:10]([Br:13])[C:11]=1[CH3:12])[C:5]([O:7][CH3:8])=[O:6].[Br:14]NC(=O)CCC(N)=O.N(C(C)(C)C#N)=NC(C)(C)C#N, predict the reaction product. The product is: [CH3:8][O:7][C:5](=[O:6])[C:4]1[CH:3]=[C:2]([Br:1])[C:11]([CH2:12][Br:14])=[C:10]([Br:13])[CH:9]=1.